Task: Regression. Given two drug SMILES strings and cell line genomic features, predict the synergy score measuring deviation from expected non-interaction effect.. Dataset: NCI-60 drug combinations with 297,098 pairs across 59 cell lines (1) Cell line: BT-549. Synergy scores: CSS=5.56, Synergy_ZIP=-1.20, Synergy_Bliss=-0.107, Synergy_Loewe=-1.78, Synergy_HSA=-2.10. Drug 2: CC(C)(C#N)C1=CC(=CC(=C1)CN2C=NC=N2)C(C)(C)C#N. Drug 1: C1CC(C1)(C(=O)O)C(=O)O.[NH2-].[NH2-].[Pt+2]. (2) Drug 1: C1C(C(OC1N2C=NC3=C(N=C(N=C32)Cl)N)CO)O. Drug 2: C1C(C(OC1N2C=NC3=C2NC=NCC3O)CO)O. Cell line: ACHN. Synergy scores: CSS=29.5, Synergy_ZIP=-0.226, Synergy_Bliss=-1.24, Synergy_Loewe=-19.1, Synergy_HSA=-1.63.